Task: Predict the product of the given reaction.. Dataset: Forward reaction prediction with 1.9M reactions from USPTO patents (1976-2016) (1) Given the reactants [CH:1]1([CH2:4][N:5]([CH2:30][CH2:31][CH3:32])[C:6]([C:8]2[N:12]3[CH:13]=[C:14]([Cl:25])[N:15]([C:16]4[C:21]([CH3:22])=[CH:20][C:19]([CH3:23])=[CH:18][C:17]=4[CH3:24])[C:11]3=[N:10][C:9]=2[C:26]([F:29])([F:28])[F:27])=O)[CH2:3][CH2:2]1.COCCO[AlH2-]OCCOC.[Na+].[C@H](O)(C([O-])=O)[C@@H](O)C([O-])=O.[Na+].[K+], predict the reaction product. The product is: [Cl:25][C:14]1[N:15]([C:16]2[C:17]([CH3:24])=[CH:18][C:19]([CH3:23])=[CH:20][C:21]=2[CH3:22])[C:11]2[N:12]([CH:13]=1)[C:8]([CH2:6][N:5]([CH2:4][CH:1]1[CH2:2][CH2:3]1)[CH2:30][CH2:31][CH3:32])=[C:9]([C:26]([F:27])([F:28])[F:29])[N:10]=2. (2) Given the reactants [ClH:1].[Cl:2][C:3]1[CH:8]=[CH:7][C:6]([C:9]2[C:10]3[C:11]4[CH2:22][CH2:21][NH:20][CH2:19][CH2:18][C:12]=4[NH:13][C:14]=3[CH:15]=[CH:16][CH:17]=2)=[CH:5][CH:4]=1.C([BH3-])#N.[Na+], predict the reaction product. The product is: [ClH:2].[ClH:1].[Cl:2][C:3]1[CH:8]=[CH:7][C:6]([C:9]2[C:10]3[C@@H:11]4[CH2:22][CH2:21][NH:20][CH2:19][CH2:18][C@@H:12]4[NH:13][C:14]=3[CH:15]=[CH:16][CH:17]=2)=[CH:5][CH:4]=1. (3) Given the reactants [S:1]1[C:5]2[CH:6]=[CH:7][CH:8]=[CH:9][C:4]=2[N:3]=[C:2]1[C:10]1[C:11]([NH:22][C@H:23]2[C@@H:27]3[O:28][C:29]([CH3:32])([CH3:31])[O:30][C@@H:26]3[C@@H:25]([CH2:33][OH:34])[CH2:24]2)=[N:12][C:13](S(C)(=O)=O)=[N:14][C:15]=1[O:16][CH3:17].[OH-].[NH4+:36].O, predict the reaction product. The product is: [NH2:36][C:13]1[N:12]=[C:11]([NH:22][C@H:23]2[C@@H:27]3[O:28][C:29]([CH3:32])([CH3:31])[O:30][C@@H:26]3[C@@H:25]([CH2:33][OH:34])[CH2:24]2)[C:10]([C:2]2[S:1][C:5]3[CH:6]=[CH:7][CH:8]=[CH:9][C:4]=3[N:3]=2)=[C:15]([O:16][CH3:17])[N:14]=1.